From a dataset of Reaction yield outcomes from USPTO patents with 853,638 reactions. Predict the reaction yield, written as a fraction of the theoretical maximum amount of product (1.0 means a 100% yield; for example, 0.34 means a 34% yield). (1) The reactants are C[O:2][C:3]1[CH:20]=[CH:19][C:18]2[C:17]3[C:12](=[CH:13][CH:14]=[CH:15][CH:16]=3)[C:11]3[C:6](=[CH:7][CH:8]=[CH:9][C:10]=3[O:21]C)[C:5]=2[CH:4]=1.Cl.N1C=CC=CC=1. The catalyst is O. The product is [OH:2][C:3]1[CH:20]=[CH:19][C:18]2[C:17]3[C:12](=[CH:13][CH:14]=[CH:15][CH:16]=3)[C:11]3[C:6](=[CH:7][CH:8]=[CH:9][C:10]=3[OH:21])[C:5]=2[CH:4]=1. The yield is 0.960. (2) The reactants are [C:1]([O:5][C:6](=[O:20])[CH2:7][CH2:8][S:9][CH2:10][C:11]1[CH:12]=[C:13]([CH:17]=[CH:18][CH:19]=1)[C:14]([OH:16])=O)([CH3:4])([CH3:3])[CH3:2].CCN=C=NCCCN(C)C.Cl.[F:33][C:34]([F:60])([F:59])[C:35]1[CH:36]=[C:37]([CH:56]=[CH:57][CH:58]=1)[CH2:38][NH:39][C:40](=[O:55])[C:41]1[CH:46]=[CH:45][N:44]=[C:43]([C:47]2[CH:52]=[C:51]([Cl:53])[CH:50]=[CH:49][C:48]=2[NH2:54])[CH:42]=1. The catalyst is ClCCl.CN(C)C1C=CN=CC=1. The product is [F:60][C:34]([F:33])([F:59])[C:35]1[CH:36]=[C:37]([CH:56]=[CH:57][CH:58]=1)[CH2:38][NH:39][C:40]([C:41]1[CH:46]=[CH:45][N:44]=[C:43]([C:47]2[CH:52]=[C:51]([Cl:53])[CH:50]=[CH:49][C:48]=2[NH:54][C:14]([C:13]2[CH:12]=[C:11]([CH:19]=[CH:18][CH:17]=2)[CH2:10][S:9][CH2:8][CH2:7][C:6]([O:5][C:1]([CH3:2])([CH3:3])[CH3:4])=[O:20])=[O:16])[CH:42]=1)=[O:55]. The yield is 0.860. (3) The reactants are [CH2:1]([N:5]1[CH:9]=[CH:8][N:7]=[N:6]1)[CH2:2][C:3]#[CH:4].B1C2CCCC1CCC2.[C:19]([O:23][C:24](=[O:33])[NH:25][C:26]1[CH:31]=[CH:30][C:29](I)=[CH:28][CH:27]=1)([CH3:22])([CH3:21])[CH3:20].C(=O)([O-])[O-].[K+].[K+]. The catalyst is C1COCC1.CN(C)C=O.C(OCC)(=O)C. The product is [C:19]([O:23][C:24](=[O:33])[NH:25][C:26]1[CH:27]=[CH:28][C:29]([CH:4]=[CH:3][CH2:2][CH2:1][N:5]2[CH:9]=[CH:8][N:7]=[N:6]2)=[CH:30][CH:31]=1)([CH3:22])([CH3:20])[CH3:21]. The yield is 0.330. (4) The reactants are [Si]([O:18][CH2:19][CH2:20][CH:21]1[CH2:23][CH:22]1[C@@H:24]([NH:29][C:30](=[O:36])[O:31][C:32]([CH3:35])([CH3:34])[CH3:33])[CH2:25][CH:26]([CH3:28])[CH3:27])(C(C)(C)C)(C1C=CC=CC=1)C1C=CC=CC=1.CCCC[N+](CCCC)(CCCC)CCCC.[F-]. The product is [OH:18][CH2:19][CH2:20][CH:21]1[CH2:23][CH:22]1[C@@H:24]([NH:29][C:30](=[O:36])[O:31][C:32]([CH3:33])([CH3:35])[CH3:34])[CH2:25][CH:26]([CH3:28])[CH3:27]. The catalyst is C1COCC1. The yield is 0.880. (5) The reactants are [O:1]=[C:2]1[C:7]([CH2:8][C:9]2[CH:14]=[CH:13][C:12]([C:15]3[C:16]([C:21]#[N:22])=[CH:17][CH:18]=[CH:19][CH:20]=3)=[CH:11][CH:10]=2)=[C:6]([CH2:23][CH2:24][CH3:25])[N:5]2[N:26]=[CH:27][N:28]=[C:4]2[N:3]1[CH:29]1[CH2:34][CH2:33][C:32](=[O:35])[CH2:31][CH2:30]1.[CH2:36]([Mg]Br)[CH:37]=[CH2:38].[Cl-].[NH4+]. The catalyst is O1CCCC1. The product is [OH:35][C:32]1([CH2:38][CH:37]=[CH2:36])[CH2:31][CH2:30][CH:29]([N:3]2[C:2](=[O:1])[C:7]([CH2:8][C:9]3[CH:10]=[CH:11][C:12]([C:15]4[C:16]([C:21]#[N:22])=[CH:17][CH:18]=[CH:19][CH:20]=4)=[CH:13][CH:14]=3)=[C:6]([CH2:23][CH2:24][CH3:25])[N:5]3[N:26]=[CH:27][N:28]=[C:4]23)[CH2:34][CH2:33]1. The yield is 0.300. (6) The reactants are [NH2:1][C:2]1[N:7]=[CH:6][C:5]([C:8]([N:10]=[S:11]([C:14]2[CH:15]=[C:16]([CH2:20][C:21]([O:23]C)=[O:22])[CH:17]=[CH:18][CH:19]=2)([CH3:13])=[O:12])=[O:9])=[CH:4][C:3]=1[C:25]#[C:26][C:27]1[CH:32]=[CH:31][CH:30]=[C:29]([NH:33][C:34]([C:36]2[N:40]([CH3:41])[N:39]=[C:38]([CH3:42])[CH:37]=2)=[O:35])[CH:28]=1.[OH-].[Na+].Cl. The catalyst is CO.O.[Cl-].[Na+].O. The product is [NH2:1][C:2]1[N:7]=[CH:6][C:5]([C:8]([N:10]=[S:11]([C:14]2[CH:15]=[C:16]([CH2:20][C:21]([OH:23])=[O:22])[CH:17]=[CH:18][CH:19]=2)([CH3:13])=[O:12])=[O:9])=[CH:4][C:3]=1[C:25]#[C:26][C:27]1[CH:32]=[CH:31][CH:30]=[C:29]([NH:33][C:34]([C:36]2[N:40]([CH3:41])[N:39]=[C:38]([CH3:42])[CH:37]=2)=[O:35])[CH:28]=1. The yield is 0.920. (7) The reactants are Br[CH2:2][CH2:3][O:4][C:5]1[CH:6]=[CH:7][C:8]([C:21]2[NH:30][C:29](=[O:31])[C:28]3[C:23](=[CH:24][CH:25]=[CH:26][CH:27]=3)[N:22]=2)=[N:9][C:10]=1[C:11]1[CH:16]=[CH:15][C:14]([S:17]([CH3:20])(=[O:19])=[O:18])=[CH:13][CH:12]=1.[CH:32]([NH2:35])([CH3:34])[CH3:33]. The catalyst is CS(C)=O. The product is [CH:32]([NH:35][CH2:2][CH2:3][O:4][C:5]1[CH:6]=[CH:7][C:8]([C:21]2[NH:30][C:29](=[O:31])[C:28]3[C:23](=[CH:24][CH:25]=[CH:26][CH:27]=3)[N:22]=2)=[N:9][C:10]=1[C:11]1[CH:16]=[CH:15][C:14]([S:17]([CH3:20])(=[O:19])=[O:18])=[CH:13][CH:12]=1)([CH3:34])[CH3:33]. The yield is 0.810. (8) The reactants are CSC.B.[N:5]1[S:9][N:8]=[C:7]2[CH:10]=[C:11]([CH2:14][C:15](O)=[O:16])[CH:12]=[CH:13][C:6]=12.CO. The catalyst is C1COCC1.C(OCC)(=O)C. The product is [N:5]1[S:9][N:8]=[C:7]2[CH:10]=[C:11]([CH2:14][CH2:15][OH:16])[CH:12]=[CH:13][C:6]=12. The yield is 0.710. (9) The reactants are Br[C:2]1[N:3]([CH:25]2[CH2:30][CH2:29][CH2:28][CH2:27][O:26]2)[C:4]2[C:9]([N:10]=1)=[C:8]([N:11]1[CH2:16][CH2:15][O:14][CH2:13][C@H:12]1[CH3:17])[N:7]=[C:6]([N:18]1[CH2:23][CH2:22][O:21][CH2:20][C@H:19]1[CH3:24])[N:5]=2.C([Sn](CCCC)(CCCC)[C:36]1[CH:41]=[CH:40][CH:39]=[CH:38][N:37]=1)CCC. The catalyst is C1(C)C=CC=CC=1.CCOC(C)=O.[Cl-].[Na+].O.C1C=CC([P]([Pd]([P](C2C=CC=CC=2)(C2C=CC=CC=2)C2C=CC=CC=2)([P](C2C=CC=CC=2)(C2C=CC=CC=2)C2C=CC=CC=2)[P](C2C=CC=CC=2)(C2C=CC=CC=2)C2C=CC=CC=2)(C2C=CC=CC=2)C2C=CC=CC=2)=CC=1. The product is [CH3:24][C@@H:19]1[CH2:20][O:21][CH2:22][CH2:23][N:18]1[C:6]1[N:5]=[C:4]2[C:9]([N:10]=[C:2]([C:36]3[CH:41]=[CH:40][CH:39]=[CH:38][N:37]=3)[N:3]2[CH:25]2[CH2:30][CH2:29][CH2:28][CH2:27][O:26]2)=[C:8]([N:11]2[CH2:16][CH2:15][O:14][CH2:13][C@H:12]2[CH3:17])[N:7]=1. The yield is 0.880.